Dataset: Forward reaction prediction with 1.9M reactions from USPTO patents (1976-2016). Task: Predict the product of the given reaction. (1) Given the reactants [CH:1]1([C:4]2[N:5]=[CH:6][C:7]([C:15]([OH:17])=O)=[N:8][C:9]=2[O:10][CH2:11][CH:12]2[CH2:14][CH2:13]2)[CH2:3][CH2:2]1.Cl.[CH3:19][C:20]1[O:24][N:23]=[C:22]([C:25]2([NH2:29])[CH2:28][CH2:27][CH2:26]2)[N:21]=1, predict the reaction product. The product is: [CH3:19][C:20]1[O:24][N:23]=[C:22]([C:25]2([NH:29][C:15]([C:7]3[CH:6]=[N:5][C:4]([CH:1]4[CH2:2][CH2:3]4)=[C:9]([O:10][CH2:11][CH:12]4[CH2:13][CH2:14]4)[N:8]=3)=[O:17])[CH2:28][CH2:27][CH2:26]2)[N:21]=1. (2) Given the reactants [F:1][C:2]([F:27])([F:26])[C:3]1[CH:8]=[CH:7][N:6]=[C:5]([NH:9][C:10]([C:12]2[CH:13]=[C:14]3[C:19](=[CH:20][CH:21]=2)[C:18]([O:22][CH3:23])=[N:17][N:16]=[C:15]3[O:24]C)=[O:11])[CH:4]=1.Br.[OH-].[Na+], predict the reaction product. The product is: [F:26][C:2]([F:1])([F:27])[C:3]1[CH:8]=[CH:7][N:6]=[C:5]([NH:9][C:10]([C:12]2[CH:13]=[C:14]3[C:19](=[CH:20][CH:21]=2)[C:18]([O:22][CH3:23])=[N:17][N:16]=[C:15]3[OH:24])=[O:11])[CH:4]=1. (3) Given the reactants [C:1]([C:5]1[CH:6]=[C:7]([CH:17]=[CH:18][CH:19]=1)[CH2:8]C1C=CC=CC=1C#N)([CH3:4])([CH3:3])[CH3:2].[OH-:20].[Na+].[OH2:22], predict the reaction product. The product is: [C:1]([C:5]1[CH:6]=[C:7]([CH:17]=[CH:18][CH:19]=1)[C:8]([OH:22])=[O:20])([CH3:4])([CH3:3])[CH3:2]. (4) Given the reactants [C:1]([C:3]1[C:4]([CH2:27][C:28]([OH:30])=O)=[N:5][C:6]([N:9]([CH2:17][C:18]([F:26])([F:25])[C:19]2[CH:24]=[CH:23][CH:22]=[CH:21][N:20]=2)C(OC(C)(C)C)=O)=[CH:7][CH:8]=1)#[N:2].C(OC([NH:38][CH2:39][C:40]1[CH:47]=[CH:46][CH:45]=[CH:44][C:41]=1[CH2:42][NH2:43])=O)(C)(C)C, predict the reaction product. The product is: [C:1]([C:3]1[C:4]([CH2:27][C:28]([NH:38][CH2:39][C:40]2[CH:47]=[CH:46][CH:45]=[CH:44][C:41]=2[CH2:42][NH2:43])=[O:30])=[N:5][C:6]([NH:9][CH2:17][C:18]([F:25])([F:26])[C:19]2[CH:24]=[CH:23][CH:22]=[CH:21][N:20]=2)=[CH:7][CH:8]=1)#[N:2].